From a dataset of Full USPTO retrosynthesis dataset with 1.9M reactions from patents (1976-2016). Predict the reactants needed to synthesize the given product. (1) Given the product [CH3:1][O:2][C:3]([C:5]1[CH:6]=[C:7]2[C:12](=[CH:13][CH:14]=1)[NH:11][CH:10]([C:15]1[CH:20]=[CH:19][CH:18]=[C:17]([N:24]3[CH2:29][CH2:28][O:27][CH2:26][CH2:25]3)[CH:16]=1)[CH2:9][C:8]2([CH3:23])[CH3:22])=[O:4], predict the reactants needed to synthesize it. The reactants are: [CH3:1][O:2][C:3]([C:5]1[CH:6]=[C:7]2[C:12](=[CH:13][CH:14]=1)[NH:11][CH:10]([C:15]1[CH:20]=[CH:19][CH:18]=[C:17](Br)[CH:16]=1)[CH2:9][C:8]2([CH3:23])[CH3:22])=[O:4].[NH:24]1[CH2:29][CH2:28][O:27][CH2:26][CH2:25]1.Cl.CN(C)CC(O)=O.C(=O)([O-])[O-].[K+].[K+]. (2) Given the product [CH3:1][C:2]1[CH:3]=[C:4]([CH:8]=[CH:9][C:10]=1[CH3:11])[C:5]([NH:20][CH:16]([CH2:17][CH2:18][CH3:19])[CH2:15][CH:13]([CH3:14])[CH3:12])=[O:7], predict the reactants needed to synthesize it. The reactants are: [CH3:1][C:2]1[CH:3]=[C:4]([CH:8]=[CH:9][C:10]=1[CH3:11])[C:5]([OH:7])=O.[CH3:12][CH:13]([CH2:15][CH:16]([NH2:20])[CH2:17][CH2:18][CH3:19])[CH3:14]. (3) Given the product [CH3:31][S:32][CH2:33][O:3][C:4]1[CH:5]=[CH:6][C:7]2[CH2:8][C@H:9]3[N:20]([C:21]([O:23][CH2:24][C:25]4[CH:30]=[CH:29][CH:28]=[CH:27][CH:26]=4)=[O:22])[CH2:19][CH2:18][C@@:15]4([C:16]=2[CH:17]=1)[C@H:10]3[CH2:11][CH2:12][CH2:13][CH2:14]4, predict the reactants needed to synthesize it. The reactants are: [H-].[Na+].[OH:3][C:4]1[CH:5]=[CH:6][C:7]2[CH2:8][C@H:9]3[N:20]([C:21]([O:23][CH2:24][C:25]4[CH:30]=[CH:29][CH:28]=[CH:27][CH:26]=4)=[O:22])[CH2:19][CH2:18][C@@:15]4([C:16]=2[CH:17]=1)[C@H:10]3[CH2:11][CH2:12][CH2:13][CH2:14]4.[CH3:31][S:32][CH2:33]Cl. (4) Given the product [F:1][C:2]1[CH:3]=[CH:4][C:5]([CH:8]2[C:17]3[C:12](=[CH:13][C:14]([NH:18][S:19]([CH3:22])(=[O:20])=[O:21])=[CH:15][CH:16]=3)[O:11][C:10]([CH3:24])([CH3:23])[CH2:9]2)=[CH:6][CH:7]=1, predict the reactants needed to synthesize it. The reactants are: [F:1][C:2]1[CH:7]=[CH:6][C:5]([C:8]2[C:17]3[C:12](=[CH:13][C:14]([NH:18][S:19]([CH3:22])(=[O:21])=[O:20])=[CH:15][CH:16]=3)[O:11][C:10]([CH3:24])([CH3:23])[CH:9]=2)=[CH:4][CH:3]=1.[H][H]. (5) Given the product [CH2:1]([O:5][C:6]1[CH:14]=[CH:13][CH:12]=[CH:11][C:7]=1[CH2:8][C:32]([O:25][CH3:24])=[O:34])[CH:2]([CH3:4])[CH3:3], predict the reactants needed to synthesize it. The reactants are: [CH2:1]([O:5][C:6]1[CH:14]=[CH:13][CH:12]=[CH:11][C:7]=1[C:8](O)=O)[CH:2]([CH3:4])[CH3:3].S(Cl)(Cl)=O.[N+](=C)=[N-].CN(N=O)[C:24](N)=[O:25].[OH-].[K+].Cl.[CH2:32]([O:34]CC)C. (6) Given the product [OH:1][CH:2]([C:14]1[C:23]2[C:18](=[CH:19][CH:20]=[C:21]([O:24][CH3:25])[CH:22]=2)[N:17]=[CH:16][CH:15]=1)[CH2:3][CH2:4][C@@H:5]1[CH2:10][CH2:9][N:8]([CH:29]2[CH2:28][C:27]([OH:26])([C:32]3[CH:37]=[CH:36][CH:35]=[CH:34][CH:33]=3)[CH2:30]2)[CH2:7][C@@H:6]1[C:11]([OH:13])=[O:12], predict the reactants needed to synthesize it. The reactants are: [OH:1][CH:2]([C:14]1[C:23]2[C:18](=[CH:19][CH:20]=[C:21]([O:24][CH3:25])[CH:22]=2)[N:17]=[CH:16][CH:15]=1)[CH2:3][CH2:4][C@@H:5]1[CH2:10][CH2:9][NH:8][CH2:7][C@@H:6]1[C:11]([OH:13])=[O:12].[OH:26][C:27]1([C:32]2[CH:37]=[CH:36][CH:35]=[CH:34][CH:33]=2)[CH2:30][C:29](=O)[CH2:28]1.C([BH3-])#N.